Dataset: Full USPTO retrosynthesis dataset with 1.9M reactions from patents (1976-2016). Task: Predict the reactants needed to synthesize the given product. The reactants are: O.[SH:2][C:3]1[N:11]=[CH:10][N:9]=[C:8]2[C:4]=1[NH:5][CH:6]=[N:7]2.O.[F:13][C:14]([F:25])([F:24])[O:15][C:16]1[CH:23]=[CH:22][C:19](CBr)=[CH:18][CH:17]=1.[CH3:26]N(C=O)C. Given the product [F:25][C:14]([F:13])([F:24])[O:15][C:16]1[CH:17]=[C:18]([CH:19]=[CH:22][CH:23]=1)[CH2:26][S:2][C:3]1[N:11]=[CH:10][N:9]=[C:8]2[C:4]=1[NH:5][CH:6]=[N:7]2, predict the reactants needed to synthesize it.